Dataset: Full USPTO retrosynthesis dataset with 1.9M reactions from patents (1976-2016). Task: Predict the reactants needed to synthesize the given product. (1) Given the product [C:17]([O:21][C:22]([CH2:2][NH:3][CH2:4][CH2:5][CH2:6][C:7]([OH:9])=[O:8])=[O:23])([CH3:20])([CH3:19])[CH3:18], predict the reactants needed to synthesize it. The reactants are: Cl.[CH3:2][NH:3][CH2:4][CH2:5][CH2:6][C:7]([OH:9])=[O:8].C(N(CC)CC)C.[C:17]([O:21][C:22](O[C:22]([O:21][C:17]([CH3:20])([CH3:19])[CH3:18])=[O:23])=[O:23])([CH3:20])([CH3:19])[CH3:18].Cl. (2) Given the product [CH2:1]([C@@:5]1([C:21]([O:23][C:24]([CH3:26])([CH3:25])[CH3:27])=[O:22])[CH2:9][C@@H:8]([C:10]2[O:14][N:13]=[C:12]([CH3:15])[N:11]=2)[C@H:7]([C:16]2[S:17][CH:18]=[CH:19][N:20]=2)[NH:6]1)[CH:2]([CH3:4])[CH3:3], predict the reactants needed to synthesize it. The reactants are: [CH2:1]([C@@:5]1([C:21]([O:23][C:24]([CH3:27])([CH3:26])[CH3:25])=[O:22])[CH2:9][C@H:8]([C:10]2[O:14][N:13]=[C:12]([CH3:15])[N:11]=2)[C@H:7]([C:16]2[S:17][CH:18]=[CH:19][N:20]=2)[NH:6]1)[CH:2]([CH3:4])[CH3:3].[OH-].[Na+]. (3) Given the product [CH3:15][O:14][C:10](=[O:13])[CH2:11][CH2:12][N:1]1[CH:9]=[C:7]([CH3:8])[C:5](=[O:6])[NH:4][C:2]1=[O:3], predict the reactants needed to synthesize it. The reactants are: [NH:1]1[CH:9]=[C:7]([CH3:8])[C:5](=[O:6])[NH:4][C:2]1=[O:3].[C:10]([O:14][CH2:15]C)(=[O:13])[CH:11]=[CH2:12].[OH-].[Na+].